Dataset: Reaction yield outcomes from USPTO patents with 853,638 reactions. Task: Predict the reaction yield, written as a fraction of the theoretical maximum amount of product (1.0 means a 100% yield; for example, 0.34 means a 34% yield). (1) The reactants are [Li+:1].C[Si]([N-][Si](C)(C)C)(C)C.[C:11]([C:14]1[O:15][CH:16]=[CH:17][CH:18]=1)(=[O:13])[CH3:12].[C:19](OC(C)(C)C)(=[O:27])[C:20]([O:22][C:23]([CH3:26])([CH3:25])[CH3:24])=[O:21]. The catalyst is CCOCC. The product is [C:23]([O:22][C:20](=[O:21])[C:19]([O-:27])=[CH:12][C:11]([C:14]1[O:15][CH:16]=[CH:17][CH:18]=1)=[O:13])([CH3:26])([CH3:25])[CH3:24].[Li+:1]. The yield is 0.830. (2) The reactants are [N+:1]([C:4]1[NH:5][CH:6]=[CH:7][N:8]=1)([O-:3])=[O:2].Cl.Cl[CH2:11][CH2:12][N:13]1[CH2:18][CH2:17][O:16][CH2:15][CH2:14]1.[I-].[Na+].C[O-].[Na+]. The catalyst is CN(C=O)C. The product is [N+:1]([C:4]1[N:5]([CH2:11][CH2:12][N:13]2[CH2:18][CH2:17][O:16][CH2:15][CH2:14]2)[CH:6]=[CH:7][N:8]=1)([O-:3])=[O:2]. The yield is 0.580. (3) The reactants are C([O:8][C:9]1[CH:14]=[CH:13][C:12]([C:15]2[N:16]=[C:17]([CH3:26])[O:18][C:19]=2[C:20]2[CH:25]=[CH:24][N:23]=[CH:22][CH:21]=2)=[CH:11][CH:10]=1)C1C=CC=CC=1.C([O-])=O.[NH4+]. The catalyst is CO.[OH-].[OH-].[Pd+2]. The product is [CH3:26][C:17]1[O:18][C:19]([C:20]2[CH:25]=[CH:24][N:23]=[CH:22][CH:21]=2)=[C:15]([C:12]2[CH:11]=[CH:10][C:9]([OH:8])=[CH:14][CH:13]=2)[N:16]=1. The yield is 0.860. (4) The reactants are [F:1][C:2]([F:16])([F:15])[O:3][C:4]1[CH:9]=[CH:8][C:7](/[CH:10]=[CH:11]/[C:12](=[O:14])[CH3:13])=[CH:6][CH:5]=1.C([O-])([O-])=O.[K+].[K+].[F:23][C:24]([F:34])([F:33])[C:25]1[CH:32]=[CH:31][C:28]([CH:29]=O)=[CH:27][CH:26]=1. The catalyst is CCO.O. The product is [F:23][C:24]([F:33])([F:34])[C:25]1[CH:26]=[CH:27][C:28](/[CH:29]=[CH:13]/[C:12](=[O:14])/[CH:11]=[CH:10]/[C:7]2[CH:6]=[CH:5][C:4]([O:3][C:2]([F:15])([F:16])[F:1])=[CH:9][CH:8]=2)=[CH:31][CH:32]=1. The yield is 0.340. (5) The reactants are [CH:1]([O:4][C:5]([N:7]1[CH2:13][CH2:12][CH2:11][CH:10]([N:14]([C:30](=[O:32])[CH3:31])[CH2:15][C:16]2[CH:21]=[C:20]([C:22]([F:25])([F:24])[F:23])[CH:19]=[C:18]([C:26]([F:29])([F:28])[F:27])[CH:17]=2)[C:9]2[CH:33]=[CH:34][C:35]([O:37]CC3C=CC=CC=3)=[CH:36][C:8]1=2)=[O:6])([CH3:3])[CH3:2]. The catalyst is [Pd].C(O)C. The product is [C:30]([N:14]([CH2:15][C:16]1[CH:17]=[C:18]([C:26]([F:29])([F:28])[F:27])[CH:19]=[C:20]([C:22]([F:25])([F:23])[F:24])[CH:21]=1)[CH:10]1[CH2:11][CH2:12][CH2:13][N:7]([C:5]([O:4][CH:1]([CH3:3])[CH3:2])=[O:6])[C:8]2[CH:36]=[C:35]([OH:37])[CH:34]=[CH:33][C:9]1=2)(=[O:32])[CH3:31]. The yield is 0.520. (6) The reactants are [Cl:1][C:2]1[CH:7]=[CH:6][N:5]=[C:4]2[CH:8]=[C:9]([C:11]3[CH:23]=[CH:22][C:14]([CH2:15][N:16]4[CH2:20][CH2:19][C@H:18]([OH:21])[CH2:17]4)=[CH:13][CH:12]=3)[S:10][C:3]=12.[Si:24](OS(C(F)(F)F)(=O)=O)([C:27]([CH3:30])([CH3:29])[CH3:28])([CH3:26])[CH3:25].CCN(CC)CC.CO.CCOC(C)=O. The catalyst is C1COCC1. The product is [Si:24]([O:21][C@H:18]1[CH2:19][CH2:20][N:16]([CH2:15][C:14]2[CH:13]=[CH:12][C:11]([C:9]3[S:10][C:3]4[C:4](=[N:5][CH:6]=[CH:7][C:2]=4[Cl:1])[CH:8]=3)=[CH:23][CH:22]=2)[CH2:17]1)([C:27]([CH3:30])([CH3:29])[CH3:28])([CH3:26])[CH3:25]. The yield is 0.960. (7) The reactants are [CH2:1](Br)[C:2]1[CH:7]=[CH:6][CH:5]=[CH:4][CH:3]=1.[NH2:9][C:10]1[CH:18]=[CH:17][C:13]([C:14]([OH:16])=[O:15])=[CH:12][N:11]=1.C(=O)([O-])[O-].[K+].[K+]. The catalyst is CN(C=O)C.O. The product is [CH2:1]([O:16][C:14](=[O:15])[C:13]1[CH:17]=[CH:18][C:10]([NH2:9])=[N:11][CH:12]=1)[C:2]1[CH:7]=[CH:6][CH:5]=[CH:4][CH:3]=1. The yield is 0.530.